This data is from Catalyst prediction with 721,799 reactions and 888 catalyst types from USPTO. The task is: Predict which catalyst facilitates the given reaction. (1) Reactant: [NH:1]1[CH2:5][CH2:4][CH2:3][C:2]1=[O:6].C(N(CC)CC)C.[C:14](Cl)(=[O:21])[C:15]1[CH:20]=[CH:19][CH:18]=[CH:17][CH:16]=1.O. Product: [C:14]([N:1]1[CH2:5][CH2:4][CH2:3][C:2]1=[O:6])(=[O:21])[C:15]1[CH:20]=[CH:19][CH:18]=[CH:17][CH:16]=1. The catalyst class is: 453. (2) Reactant: [N+:1]([C:4]1[CH:5]=[CH:6][C:7]([O:10][CH2:11][CH2:12][OH:13])=[N:8][CH:9]=1)([O-])=O. Product: [NH2:1][C:4]1[CH:5]=[CH:6][C:7]([O:10][CH2:11][CH2:12][OH:13])=[N:8][CH:9]=1. The catalyst class is: 29. (3) Reactant: [CH3:1][O:2][C:3]1[CH:4]=[C:5]([CH:22]=[CH:23][C:24]=1[O:25][CH3:26])[C:6]1[O:7][C:8]2[C:13]([C:14](=[O:16])[CH:15]=1)=[CH:12][CH:11]=[C:10]([O:17][CH2:18][CH:19]1[O:21][CH2:20]1)[CH:9]=2.[C:27]1([N:33]2[CH2:38][CH2:37][NH:36][CH2:35][CH2:34]2)[CH:32]=[CH:31][CH:30]=[CH:29][CH:28]=1. Product: [CH3:1][O:2][C:3]1[CH:4]=[C:5]([CH:22]=[CH:23][C:24]=1[O:25][CH3:26])[C:6]1[O:7][C:8]2[C:13]([C:14](=[O:16])[CH:15]=1)=[CH:12][CH:11]=[C:10]([O:17][CH2:18][CH:19]([OH:21])[CH2:20][N:36]1[CH2:37][CH2:38][N:33]([C:27]3[CH:32]=[CH:31][CH:30]=[CH:29][CH:28]=3)[CH2:34][CH2:35]1)[CH:9]=2. The catalyst class is: 5. (4) Reactant: [F:1][C:2]([F:32])([F:31])[CH2:3][N:4]1[C:8]([C:9]2[S:10][C:11]3[CH2:12][CH2:13][O:14][C:15]4[CH:22]=[C:21]([C:23]5[CH:24]=[N:25][N:26]([CH2:28][CH:29]=O)[CH:27]=5)[CH:20]=[CH:19][C:16]=4[C:17]=3[N:18]=2)=[N:7][CH:6]=[N:5]1.[CH2:33]([NH:35][CH2:36][CH3:37])[CH3:34].C(O)(=O)C.C([BH3-])#N.[Na+]. Product: [CH2:33]([N:35]([CH2:36][CH3:37])[CH2:29][CH2:28][N:26]1[CH:27]=[C:23]([C:21]2[CH:20]=[CH:19][C:16]3[C:17]4[N:18]=[C:9]([C:8]5[N:4]([CH2:3][C:2]([F:31])([F:32])[F:1])[N:5]=[CH:6][N:7]=5)[S:10][C:11]=4[CH2:12][CH2:13][O:14][C:15]=3[CH:22]=2)[CH:24]=[N:25]1)[CH3:34]. The catalyst class is: 2. (5) Product: [Cl:1][C:2]1[C:7]([F:8])=[CH:6][CH:5]=[C:4]([Cl:9])[C:3]=1[C@H:10]([O:12][C:13]1[C:18]([NH2:19])=[N:17][CH:16]=[C:15]2[N:20]([CH3:25])[CH:21]=[CH:22][C:14]=12)[CH3:11]. Reactant: [Cl:1][C:2]1[C:7]([F:8])=[CH:6][CH:5]=[C:4]([Cl:9])[C:3]=1[C@H:10]([O:12][C:13]1[C:18]([NH2:19])=[N:17][CH:16]=[C:15]2[NH:20][CH:21]=[CH:22][C:14]=12)[CH3:11].CI.[C:25](OCC)(=O)C. The catalyst class is: 3.